This data is from Full USPTO retrosynthesis dataset with 1.9M reactions from patents (1976-2016). The task is: Predict the reactants needed to synthesize the given product. (1) Given the product [C:42]([NH:41][C:38]1[CH:39]=[CH:40][C:35]([C:6]2[CH:7]=[C:8]3[C:12](=[C:4]([C:2]([NH2:1])=[O:3])[CH:5]=2)[NH:11][N:10]=[C:9]3[CH:13]2[CH2:18][CH2:17][N:16]([C:19]([O:21][C:22]([CH3:25])([CH3:24])[CH3:23])=[O:20])[CH2:15][CH2:14]2)=[CH:36][CH:37]=1)(=[O:44])[CH3:43], predict the reactants needed to synthesize it. The reactants are: [NH2:1][C:2]([C:4]1[CH:5]=[C:6](Br)[CH:7]=[C:8]2[C:12]=1[NH:11][N:10]=[C:9]2[CH:13]1[CH2:18][CH2:17][N:16]([C:19]([O:21][C:22]([CH3:25])([CH3:24])[CH3:23])=[O:20])[CH2:15][CH2:14]1)=[O:3].CC1(C)C(C)(C)OB([C:35]2[CH:40]=[CH:39][C:38]([NH:41][C:42](=[O:44])[CH3:43])=[CH:37][CH:36]=2)O1.C(=O)([O-])[O-].[Cs+].[Cs+]. (2) Given the product [Cl:1][C:2]1[N:3]=[C:4]([NH:17][CH:13]2[CH2:16][CH2:15][CH2:14]2)[C:5]2[C:10]([F:11])=[CH:9][NH:8][C:6]=2[N:7]=1, predict the reactants needed to synthesize it. The reactants are: [Cl:1][C:2]1[N:3]=[C:4](Cl)[C:5]2[C:10]([F:11])=[CH:9][NH:8][C:6]=2[N:7]=1.[CH:13]1([NH2:17])[CH2:16][CH2:15][CH2:14]1.C(Cl)Cl.O.